This data is from Catalyst prediction with 721,799 reactions and 888 catalyst types from USPTO. The task is: Predict which catalyst facilitates the given reaction. (1) Reactant: ClC1C=CC=C(C(OO)=[O:9])C=1.[Br:12][C:13]1[CH:14]=[C:15]2[N:21]=[CH:20][NH:19][C:16]2=[N:17][CH:18]=1. Product: [Br:12][C:13]1[CH:14]=[C:15]2[N:21]=[CH:20][NH:19][C:16]2=[N+:17]([O-:9])[CH:18]=1. The catalyst class is: 13. (2) Reactant: Br[CH2:2][CH2:3][O:4][CH3:5].[Cl:6][C:7]1[CH:8]=[C:9]([OH:30])[C:10]2[N:11]([N:14]=[C:15]([CH2:17][CH2:18][C:19]3[N:23]([CH3:24])[N:22]=[C:21]([N:25]4[CH2:29][CH2:28][CH2:27][CH2:26]4)[N:20]=3)[N:16]=2)[C:12]=1[CH3:13].C([O-])([O-])=O.[K+].[K+]. Product: [Cl:6][C:7]1[CH:8]=[C:9]([O:30][CH2:2][CH2:3][O:4][CH3:5])[C:10]2[N:11]([N:14]=[C:15]([CH2:17][CH2:18][C:19]3[N:23]([CH3:24])[N:22]=[C:21]([N:25]4[CH2:29][CH2:28][CH2:27][CH2:26]4)[N:20]=3)[N:16]=2)[C:12]=1[CH3:13]. The catalyst class is: 9. (3) Reactant: [F:1][C:2]1[C:7]([O:8]C)=[CH:6][CH:5]=[C:4]([O:10]C)[C:3]=1[C:12](=[O:21])[CH2:13][C:14]1[CH:19]=[CH:18][C:17]([F:20])=[CH:16][CH:15]=1.B(Br)(Br)Br.CO. Product: [F:1][C:2]1[C:7]([OH:8])=[CH:6][CH:5]=[C:4]([OH:10])[C:3]=1[C:12](=[O:21])[CH2:13][C:14]1[CH:19]=[CH:18][C:17]([F:20])=[CH:16][CH:15]=1. The catalyst class is: 34.